From a dataset of Full USPTO retrosynthesis dataset with 1.9M reactions from patents (1976-2016). Predict the reactants needed to synthesize the given product. (1) Given the product [C:22]1([C:21]([C:18]2[CH:17]=[N:16][C:15]([O:14][CH2:13][C@H:9]3[CH2:10][CH2:11][CH2:12][NH:8]3)=[CH:20][CH:19]=2)=[O:28])[CH:23]=[CH:24][CH:25]=[CH:26][CH:27]=1, predict the reactants needed to synthesize it. The reactants are: C(OC([N:8]1[CH2:12][CH2:11][CH2:10][C@@H:9]1[CH2:13][O:14][C:15]1[CH:20]=[CH:19][C:18]([C:21](=[O:28])[C:22]2[CH:27]=[CH:26][CH:25]=[CH:24][CH:23]=2)=[CH:17][N:16]=1)=O)(C)(C)C.Cl. (2) Given the product [F:24][C:25]1[CH:31]=[CH:30][C:28]([NH:29][C:13](=[O:15])[CH:7]([C:1]2[CH:2]=[CH:3][CH:4]=[CH:5][CH:6]=2)[C:8]([O:10][CH2:11][CH3:12])=[O:9])=[CH:27][CH:26]=1, predict the reactants needed to synthesize it. The reactants are: [C:1]1([CH:7]([C:13]([O:15]CC)=O)[C:8]([O:10][CH2:11][CH3:12])=[O:9])[CH:6]=[CH:5][CH:4]=[CH:3][CH:2]=1.N1C=CC=CC=1.[F:24][C:25]1[CH:31]=[CH:30][C:28]([NH2:29])=[CH:27][CH:26]=1. (3) The reactants are: CC(C)([O-])C.[Na+].Br[C:8]1[CH:13]=[CH:12][C:11]([C:14]2[CH:19]=[CH:18][CH:17]=[CH:16][CH:15]=2)=[CH:10][CH:9]=1.[NH:20]1[CH2:28][CH2:27][CH:23]([C:24]([OH:26])=[O:25])[CH2:22][CH2:21]1. Given the product [C:11]1([C:14]2[CH:19]=[CH:18][CH:17]=[CH:16][CH:15]=2)[CH:12]=[CH:13][C:8]([N:20]2[CH2:28][CH2:27][CH:23]([C:24]([OH:26])=[O:25])[CH2:22][CH2:21]2)=[CH:9][CH:10]=1, predict the reactants needed to synthesize it.